Dataset: Forward reaction prediction with 1.9M reactions from USPTO patents (1976-2016). Task: Predict the product of the given reaction. The product is: [CH3:16][O:5][C:4](=[O:6])[C:3]1[CH:7]=[CH:8][C:9]([CH3:11])=[CH:10][C:2]=1[F:1]. Given the reactants [F:1][C:2]1[CH:10]=[C:9]([CH3:11])[CH:8]=[CH:7][C:3]=1[C:4]([OH:6])=[O:5].S(Cl)(Cl)=O.[CH3:16]O, predict the reaction product.